Dataset: HIV replication inhibition screening data with 41,000+ compounds from the AIDS Antiviral Screen. Task: Binary Classification. Given a drug SMILES string, predict its activity (active/inactive) in a high-throughput screening assay against a specified biological target. (1) The molecule is CC1CC2C(=O)N(c3ccccc3)C(=O)C2c2[nH]c3ccccc3c21. The result is 0 (inactive). (2) The drug is O=C1CC(c2ccccc2)=NO1. The result is 0 (inactive). (3) The molecule is COc1ccccc1NC(=O)C(=CN1CCNC1=S)C(C)=O. The result is 0 (inactive). (4) The drug is CSc1ncnc2c1cnn2CCCCO. The result is 0 (inactive). (5) The compound is CCOc1ncnc2ccc(Cl)c(I)c12. The result is 0 (inactive). (6) The molecule is c1ccc(P(=C2c3ccccc3-c3ccccc32)(c2ccccc2)c2ccccc2)cc1. The result is 0 (inactive). (7) The drug is O=C1C=C(Nc2cccnc2)c2ccccc2C1=O. The result is 0 (inactive). (8) The molecule is COc1cccc2c1[OH+][Cu-3]1([n+]3ccccc3)[S+]=C(Nc3ccccc3)[N-][N+]1=C2. The result is 0 (inactive). (9) The molecule is CN(Nc1cc(O)nc(O)n1)c1ccccc1. The result is 0 (inactive).